From a dataset of Peptide-MHC class I binding affinity with 185,985 pairs from IEDB/IMGT. Regression. Given a peptide amino acid sequence and an MHC pseudo amino acid sequence, predict their binding affinity value. This is MHC class I binding data. (1) The peptide sequence is APHEYGFGI. The MHC is H-2-Db with pseudo-sequence H-2-Db. The binding affinity (normalized) is 0. (2) The MHC is HLA-A03:01 with pseudo-sequence HLA-A03:01. The binding affinity (normalized) is 0.0847. The peptide sequence is YYFSYPLFV. (3) The peptide sequence is ATEDPSSGY. The MHC is HLA-A02:19 with pseudo-sequence HLA-A02:19. The binding affinity (normalized) is 0.0847.